The task is: Predict the reaction yield, written as a fraction of the theoretical maximum amount of product (1.0 means a 100% yield; for example, 0.34 means a 34% yield).. This data is from Reaction yield outcomes from USPTO patents with 853,638 reactions. (1) The reactants are [Cl:1][C:2]1[CH:28]=[CH:27][C:5]([CH2:6][C:7]2[C:16]([OH:17])=[C:15]([C:18]([OH:20])=[O:19])[C:14]3[C:9](=[C:10]([C:21]4C=CC=CC=4)[CH:11]=[CH:12][CH:13]=3)[N:8]=2)=[CH:4][CH:3]=1.CC1C=CC=C2C=1NC(=O)C2=O.C(OCC(=O)CC1C=CC(Cl)=CC=1)(=O)C. No catalyst specified. The product is [Cl:1][C:2]1[CH:3]=[CH:4][C:5]([CH2:6][C:7]2[C:16]([OH:17])=[C:15]([C:18]([OH:20])=[O:19])[C:14]3[C:9](=[C:10]([CH3:21])[CH:11]=[CH:12][CH:13]=3)[N:8]=2)=[CH:27][CH:28]=1. The yield is 0.380. (2) The reactants are CO.[CH3:3][N:4]([CH:6]=O)C.C([O-])([O-])=O.[K+].[K+].Cl[CH2:15][C:16]([N:18]1[CH2:23][CH2:22][CH2:21][C:20]2[N:24]([C:27]3[CH:32]=[CH:31][C:30]([F:33])=[CH:29][CH:28]=3)[N:25]=[CH:26][C:19]1=2)=[O:17]. The catalyst is C1COCC1.CCOC(C)=O. The product is [F:33][C:30]1[CH:31]=[CH:32][C:27]([N:24]2[C:20]3[CH2:21][CH2:22][CH2:23][N:18]([C:16](=[O:17])[CH2:15][N:25]4[C:3]5=[N:4][CH:6]=[CH:23][CH:22]=[C:21]5[CH:20]=[N:24]4)[C:19]=3[CH:26]=[N:25]2)=[CH:28][CH:29]=1. The yield is 0.430.